Dataset: Catalyst prediction with 721,799 reactions and 888 catalyst types from USPTO. Task: Predict which catalyst facilitates the given reaction. Reactant: C1N(P(Cl)(N2C(=O)OCC2)=O)C(=O)OC1.[OH:16][CH:17]([C:30]1[CH:35]=[CH:34][C:33]([C:36](=[N:38][OH:39])[NH2:37])=[CH:32][CH:31]=1)[CH2:18][N:19]1[CH2:24][CH2:23][CH2:22][C@H:21]([C:25]([O:27]CC)=[O:26])[CH2:20]1.[Cl:40][C:41]1[CH:42]=[C:43]([C:48]2([CH2:54][CH2:55][C:56](O)=O)[CH2:53][CH2:52][CH2:51][CH2:50][CH2:49]2)[CH:44]=[C:45]([Cl:47])[CH:46]=1.C(N(C(C)C)CC)(C)C.[F-].C([N+](CCCC)(CCCC)CCCC)CCC.C1COCC1. Product: [Cl:40][C:41]1[CH:42]=[C:43]([C:48]2([CH2:54][CH2:55][C:56]3[O:39][N:38]=[C:36]([C:33]4[CH:32]=[CH:31][C:30]([CH:17]([OH:16])[CH2:18][N:19]5[CH2:24][CH2:23][CH2:22][C@H:21]([C:25]([OH:27])=[O:26])[CH2:20]5)=[CH:35][CH:34]=4)[N:37]=3)[CH2:53][CH2:52][CH2:51][CH2:50][CH2:49]2)[CH:44]=[C:45]([Cl:47])[CH:46]=1. The catalyst class is: 39.